This data is from Catalyst prediction with 721,799 reactions and 888 catalyst types from USPTO. The task is: Predict which catalyst facilitates the given reaction. (1) Reactant: [C:1]([C:3]1[C:4]([CH3:23])=[CH:5][C:6]([O:20][CH2:21][CH3:22])=[C:7]([CH:19]=1)[C:8]([N:10]([CH3:18])[C:11](=[O:17])[O:12][C:13]([CH3:16])([CH3:15])[CH3:14])=[O:9])#[N:2].N(C(C)(C)C#N)=NC(C)(C)C#N.[Br:36]N1C(=O)CCC1=O. Product: [Br:36][CH2:23][C:4]1[C:3]([C:1]#[N:2])=[CH:19][C:7]([C:8]([N:10]([CH3:18])[C:11](=[O:17])[O:12][C:13]([CH3:15])([CH3:16])[CH3:14])=[O:9])=[C:6]([O:20][CH2:21][CH3:22])[CH:5]=1. The catalyst class is: 53. (2) Product: [Si:1]([O:8][CH:9]([CH2:21][CH2:22][C:23]1[CH:24]=[CH:25][CH:26]=[CH:27][CH:28]=1)[CH2:10][CH2:11][C:12]1[CH:17]=[CH:16][C:15]([OH:18])=[C:14]([O:19][CH3:20])[CH:13]=1)([C:4]([CH3:7])([CH3:6])[CH3:5])([CH3:3])[CH3:2]. The catalyst class is: 29. Reactant: [Si:1]([O:8][CH:9]([CH2:21][CH2:22][C:23]1[CH:28]=[CH:27][CH:26]=[CH:25][CH:24]=1)/[CH:10]=[CH:11]/[C:12]1[CH:17]=[CH:16][C:15]([OH:18])=[C:14]([O:19][CH3:20])[CH:13]=1)([C:4]([CH3:7])([CH3:6])[CH3:5])([CH3:3])[CH3:2].[H][H]. (3) Product: [C:20]([O:24][C:25](=[O:26])[N:9]([C:5]1[CH:4]=[CH:3][C:2]([Br:1])=[C:7]([F:8])[N:6]=1)[CH2:10][C:11]1[CH:12]=[N:13][C:14]([O:18][CH3:19])=[C:15]([F:17])[CH:16]=1)([CH3:23])([CH3:22])[CH3:21]. The catalyst class is: 453. Reactant: [Br:1][C:2]1[CH:3]=[CH:4][C:5]([NH:9][CH2:10][C:11]2[CH:12]=[N:13][C:14]([O:18][CH3:19])=[C:15]([F:17])[CH:16]=2)=[N:6][C:7]=1[F:8].[C:20]([O:24][C:25](O[C:25]([O:24][C:20]([CH3:23])([CH3:22])[CH3:21])=[O:26])=[O:26])([CH3:23])([CH3:22])[CH3:21].